From a dataset of Forward reaction prediction with 1.9M reactions from USPTO patents (1976-2016). Predict the product of the given reaction. (1) Given the reactants C(N(CC)CC)C.ClC(OCC)=O.[N+:14]([C:17]1[CH:26]=[CH:25][CH:24]=[C:23]2[C:18]=1[CH:19]=[CH:20][CH:21]=[C:22]2[C:27]([OH:29])=O)([O-:16])=[O:15].[CH2:30]([NH2:37])[C:31]1[CH:36]=[CH:35][CH:34]=[CH:33][CH:32]=1, predict the reaction product. The product is: [CH2:30]([NH:37][C:27]([C:22]1[C:23]2[C:18](=[C:17]([N+:14]([O-:16])=[O:15])[CH:26]=[CH:25][CH:24]=2)[CH:19]=[CH:20][CH:21]=1)=[O:29])[C:31]1[CH:36]=[CH:35][CH:34]=[CH:33][CH:32]=1. (2) Given the reactants Cl[C:2]1[S:10][C:9]2[C:8]([C:11]([C:13]3[S:14][CH:15]=[CH:16][CH:17]=3)=[O:12])=[N:7][C:6]([NH:18][CH2:19][C:20]3[CH:21]=[N:22][CH:23]=[CH:24][CH:25]=3)=[N:5][C:4]=2[CH:3]=1.[CH3:26][NH2:27].O, predict the reaction product. The product is: [CH3:26][NH:27][C:2]1[S:10][C:9]2[C:8]([C:11]([C:13]3[S:14][CH:15]=[CH:16][CH:17]=3)=[O:12])=[N:7][C:6]([NH:18][CH2:19][C:20]3[CH:21]=[N:22][CH:23]=[CH:24][CH:25]=3)=[N:5][C:4]=2[CH:3]=1.